From a dataset of Full USPTO retrosynthesis dataset with 1.9M reactions from patents (1976-2016). Predict the reactants needed to synthesize the given product. (1) Given the product [CH3:1][O:2][C:3]1[CH:8]=[CH:7][C:6]([CH2:9][O:10][C:27]2[CH:32]=[CH:31][CH:30]=[CH:29][C:28]=2[CH2:33][C:34]([OH:36])=[O:35])=[CH:5][C:4]=1[O:11][CH2:12][C:13]1[N:14]=[C:15]([C:20]2[CH:21]=[CH:22][CH:23]=[CH:24][CH:25]=2)[O:16][C:17]=1[CH3:38], predict the reactants needed to synthesize it. The reactants are: [CH3:1][O:2][C:3]1[CH:8]=[CH:7][C:6]([CH2:9][OH:10])=[CH:5][C:4]=1[O:11][CH2:12][C:13]1[N:14]=[C:15]([C:20]2[CH:25]=[CH:24][CH:23]=[CH:22][CH:21]=2)[O:16][C:17]=1OC.O[C:27]1[CH:32]=[CH:31][CH:30]=[CH:29][C:28]=1[CH2:33][C:34]([O:36]C)=[O:35].[C:38]1(P(C2C=CC=CC=2)C2C=CC=CC=2)C=CC=CC=1.N(C(OCC)=O)=NC(OCC)=O. (2) Given the product [CH3:39][C:23]1[N:22]([CH2:21][CH2:20][CH2:19][CH2:18][CH2:17][C:5]([C:11]2[CH:12]=[CH:13][CH:14]=[CH:15][CH:16]=2)([C:4]([OH:40])=[O:3])[C:6]([OH:8])=[O:7])[C:26]([C:27]2[CH:32]=[CH:31][CH:30]=[CH:29][CH:28]=2)=[C:25]([C:33]2[CH:34]=[CH:35][CH:36]=[CH:37][CH:38]=2)[N:24]=1, predict the reactants needed to synthesize it. The reactants are: C([O:3][C:4](=[O:40])[C:5]([CH2:17][CH2:18][CH2:19][CH2:20][CH2:21][N:22]1[C:26]([C:27]2[CH:32]=[CH:31][CH:30]=[CH:29][CH:28]=2)=[C:25]([C:33]2[CH:38]=[CH:37][CH:36]=[CH:35][CH:34]=2)[N:24]=[C:23]1[CH3:39])([C:11]1[CH:16]=[CH:15][CH:14]=[CH:13][CH:12]=1)[C:6]([O:8]CC)=[O:7])C. (3) Given the product [CH2:1]([O:8][CH:9]1[CH2:10][CH2:11][CH2:12][N:33]2[C:16]([C:19]3[CH:24]=[CH:23][C:22]([C:25]4[O:29][C:28]([CH3:30])=[N:27][CH:26]=4)=[C:21]([O:31][CH3:32])[CH:20]=3)=[N:17][N:18]=[C:14]12)[C:2]1[CH:7]=[CH:6][CH:5]=[CH:4][CH:3]=1, predict the reactants needed to synthesize it. The reactants are: [CH2:1]([O:8][CH:9]([C:14]1O[C:16]([C:19]2[CH:24]=[CH:23][C:22]([C:25]3[O:29][C:28]([CH3:30])=[N:27][CH:26]=3)=[C:21]([O:31][CH3:32])[CH:20]=2)=[N:17][N:18]=1)[CH2:10][CH2:11][CH2:12]Cl)[C:2]1[CH:7]=[CH:6][CH:5]=[CH:4][CH:3]=1.[N-:33]=[N+]=[N-].[Na+].C1(P(C2C=CC=CC=2)C2C=CC=CC=2)C=CC=CC=1. (4) The reactants are: [Br:1][C:2]1[CH:3]=[CH:4][CH2:5][CH:6]2[C:11]=1[N:10]1[CH2:12][CH2:13][CH2:14][CH:9]1[CH2:8][N:7]2[CH2:15][C:16]([NH2:18])=O.CSC. Given the product [Br:1][C:2]1[CH:3]=[CH:4][CH2:5][CH:6]2[C:11]=1[N:10]1[CH2:12][CH2:13][CH2:14][CH:9]1[CH2:8][N:7]2[CH2:15][CH2:16][NH2:18], predict the reactants needed to synthesize it. (5) Given the product [C:16]([O:19][C:20](=[O:21])[N:11]([CH2:12][CH2:13][OH:14])[CH2:10][C:8]1[CH:7]=[CH:6][CH:5]=[C:4]2[C:9]=1[NH:1][CH:2]=[CH:3]2)([CH3:18])([CH3:17])[CH3:15], predict the reactants needed to synthesize it. The reactants are: [NH:1]1[C:9]2[C:4](=[CH:5][CH:6]=[CH:7][C:8]=2[CH2:10][NH:11][CH2:12][CH2:13][OH:14])[CH:3]=[CH:2]1.[CH3:15][C:16]([O:19][C:20](O[C:20]([O:19][C:16]([CH3:18])([CH3:17])[CH3:15])=[O:21])=[O:21])([CH3:18])[CH3:17]. (6) Given the product [N:48]1[C:49]2[C:50](=[CH:51][CH:52]=[CH:53][N:54]=2)[CH:66]=[CH:64][C:71]=1[C:37]1([NH:33][C:24]([C:23]2[CH:27]=[CH:28][C:29]([CH3:30])=[C:21]([C:18]3[CH:19]=[CH:20][C:10]4[O:9][C:8]([C:5]5[CH:4]=[CH:3][C:2]([F:1])=[CH:7][CH:6]=5)=[C:12]([C:13]([NH:14][CH3:15])=[O:16])[C:11]=4[CH:17]=3)[CH:22]=2)=[O:26])[CH2:38][CH2:39]1, predict the reactants needed to synthesize it. The reactants are: [F:1][C:2]1[CH:7]=[CH:6][C:5]([C:8]2[O:9][C:10]3[CH:20]=[CH:19][C:18]([C:21]4[CH:22]=[C:23]([CH:27]=[CH:28][C:29]=4[CH3:30])[C:24]([OH:26])=O)=[CH:17][C:11]=3[C:12]=2[C:13](=[O:16])[NH:14][CH3:15])=[CH:4][CH:3]=1.C([N:33]([CH:37]([CH3:39])[CH3:38])C(C)C)C.CN(C(O[N:48]1N=N[C:50]2[CH:51]=[CH:52][CH:53]=[N:54][C:49]1=2)=[N+](C)C)C.F[P-](F)(F)(F)(F)F.[C:64](O)([C:66](F)(F)F)=O.[CH3:71]N(C=O)C. (7) Given the product [CH:13]([N:16]1[CH2:21][CH2:20][N:19]([C:1]([C:4]2[CH:9]=[CH:8][C:7]([B:10]([OH:12])[OH:11])=[CH:6][CH:5]=2)=[O:3])[CH2:18][CH2:17]1)([CH3:15])[CH3:14], predict the reactants needed to synthesize it. The reactants are: [C:1]([C:4]1[CH:9]=[CH:8][C:7]([B:10]([OH:12])[OH:11])=[CH:6][CH:5]=1)([OH:3])=O.[CH:13]([N:16]1[CH2:21][CH2:20][NH:19][CH2:18][CH2:17]1)([CH3:15])[CH3:14].CN(C(ON1N=NC2C=CC=NC1=2)=[N+](C)C)C.F[P-](F)(F)(F)(F)F.